From a dataset of Catalyst prediction with 721,799 reactions and 888 catalyst types from USPTO. Predict which catalyst facilitates the given reaction. (1) Reactant: [Br:1][C:2]1[S:3][CH:4]=[C:5]([C@@H:7]2[CH2:9][C@H:8]2[NH:10][CH2:11][CH:12]2[CH2:14][CH2:13]2)[N:6]=1.C(N(CC)CC)C.[C:22](O[C:22]([O:24][C:25]([CH3:28])([CH3:27])[CH3:26])=[O:23])([O:24][C:25]([CH3:28])([CH3:27])[CH3:26])=[O:23]. Product: [C:25]([O:24][C:22](=[O:23])[N:10]([C@@H:8]1[CH2:9][C@H:7]1[C:5]1[N:6]=[C:2]([Br:1])[S:3][CH:4]=1)[CH2:11][CH:12]1[CH2:13][CH2:14]1)([CH3:28])([CH3:27])[CH3:26]. The catalyst class is: 1. (2) Reactant: C1C2NC3C(=CC=CC=3)SC=2C=CC=1.[CH2:15](Br)[CH2:16][CH2:17][CH2:18][CH2:19][CH2:20][CH2:21][CH3:22].C1CCN2C(=NCCC2)CC1.[CH2:35]([O:45][C:46]1[CH:51]=[CH:50][C:49]([N:52]2[CH2:57][CH2:56][NH:55][CH2:54][CH2:53]2)=[CH:48][CH:47]=1)[CH2:36][CH2:37][CH2:38][CH2:39][CH2:40][CH2:41][CH2:42][CH:43]=[CH2:44]. Product: [CH2:35]([O:45][C:46]1[CH:51]=[CH:50][C:49]([N:52]2[CH2:57][CH2:56][N:55]([CH2:15][CH2:16][CH2:17][CH2:18][CH2:19][CH2:20][CH2:21][CH3:22])[CH2:54][CH2:53]2)=[CH:48][CH:47]=1)[CH2:36][CH2:37][CH2:38][CH2:39][CH2:40][CH2:41][CH2:42][CH:43]=[CH2:44]. The catalyst class is: 9. (3) Reactant: [C:1](Cl)(=[O:5])[C:2]([Cl:4])=[O:3].[CH2:7]([N:14]1[CH2:19][CH2:18][CH:17]([NH:20][C:21]2[CH:26]=[CH:25][CH:24]=[CH:23][CH:22]=2)[CH2:16][CH2:15]1)[C:8]1[CH:13]=[CH:12][CH:11]=[CH:10][CH:9]=1. Product: [CH2:7]([N:14]1[CH2:15][CH2:16][CH:17]([N:20]([C:21]2[CH:26]=[CH:25][CH:24]=[CH:23][CH:22]=2)[C:1](=[O:5])[C:2]([Cl:4])=[O:3])[CH2:18][CH2:19]1)[C:8]1[CH:9]=[CH:10][CH:11]=[CH:12][CH:13]=1. The catalyst class is: 4. (4) Reactant: F[C:2]1[CH:9]=[CH:8][C:5]([CH:6]=[O:7])=[C:4]([N+:10]([O-:12])=[O:11])[CH:3]=1.[CH3:13][O:14][CH:15](O)[CH3:16].CS(C)=[O:20]. The catalyst class is: 6. Product: [CH3:13][O:14][CH2:15][CH2:16][O:20][C:2]1[CH:9]=[CH:8][C:5]([CH:6]=[O:7])=[C:4]([N+:10]([O-:12])=[O:11])[CH:3]=1.